The task is: Regression. Given a target protein amino acid sequence and a drug SMILES string, predict the binding affinity score between them. We predict pIC50 (pIC50 = -log10(IC50 in M); higher means more potent). Dataset: bindingdb_ic50.. This data is from Drug-target binding data from BindingDB using IC50 measurements. The small molecule is Nc1nc(Nc2ccc(Cl)c(Cl)c2)cc(=O)[nH]1. The target protein (P10236) has sequence MGQEDGNRGERRAAGTPVEVTALYATDGCVITSSIALLTNSLLGAEPVYIFSYDAYTHDGRADGPTEQDRFEESRALYQASGGLNGDSFRVTFCLLGTEVGGTHQARGRTRPMFVCRFERADDVAALQDALAHGTPLQPDHIAATLDAEATFALHANMILALTVAINNASPRTGRDAAAAQYDQGASLRSLVGRTSLGQRGLTTLYVHHEVRVLAAYRRAYYGSAQSPFWFLSKFGPDEKSLVLTTRYYLLQAQRLGGAGATYDLQAIKDICATYAIPHAPRPDTVSAASLTSFAAITRFCCTSQYARGAAAAGFPLYVERRIAADVRETSALEKFITHDRSCLRVSDREFITYIYLAHFECFSPPRLATHLRAVTTHDPNPAASTEQPSPLGREAVEQFFCHVRAQLNIGEYVKHNVTPRETVLDGDTAKAYLRARTYAPGALTPAPAYCGAVDSATKMMGRLADAEKLLVPRGWPAFAPASPGEDTAGGTPPPQTCGI.... The pIC50 is 6.1.